This data is from Forward reaction prediction with 1.9M reactions from USPTO patents (1976-2016). The task is: Predict the product of the given reaction. Given the reactants [Br:1][C:2]1[CH:8]=[CH:7][C:5]([NH2:6])=[C:4]([F:9])[C:3]=1[Cl:10].[C:11](OC(=O)C)(=[O:13])[CH3:12].N1C=CC=CC=1, predict the reaction product. The product is: [Br:1][C:2]1[CH:8]=[CH:7][C:5]([NH:6][C:11](=[O:13])[CH3:12])=[C:4]([F:9])[C:3]=1[Cl:10].